This data is from Catalyst prediction with 721,799 reactions and 888 catalyst types from USPTO. The task is: Predict which catalyst facilitates the given reaction. (1) Reactant: [NH2:1][C:2]1[C:7]([C:8]#[N:9])=[C:6]([O:10][CH2:11][CH3:12])[N:5]=[C:4]([C:13]([NH:15][CH2:16][C:17]2[CH:22]=[CH:21][C:20]([NH2:23])=[CH:19][CH:18]=2)=[O:14])[CH:3]=1.C(NC(C)C)(C)C.Br[CH2:32][C:33]([O:35]C(C)(C)C)=[O:34].O. Product: [NH2:1][C:2]1[C:7]([C:8]#[N:9])=[C:6]([O:10][CH2:11][CH3:12])[N:5]=[C:4]([C:13]([NH:15][CH2:16][C:17]2[CH:18]=[CH:19][C:20]([NH:23][CH2:32][C:33]([OH:35])=[O:34])=[CH:21][CH:22]=2)=[O:14])[CH:3]=1. The catalyst class is: 9. (2) Reactant: [CH3:1][N:2]1[C:6]([CH3:7])=[C:5](/[CH:8]=[N:9]/[S:10]([C:12]([CH3:15])([CH3:14])[CH3:13])=[O:11])[CH:4]=[N:3]1.[CH3:16][CH2:17][Mg+].[Br-].CCOCC. Product: [CH3:1][N:2]1[C:6]([CH3:7])=[C:5]([CH:8]([NH:9][S:10]([C:12]([CH3:15])([CH3:14])[CH3:13])=[O:11])[CH2:16][CH3:17])[CH:4]=[N:3]1. The catalyst class is: 2.